This data is from Forward reaction prediction with 1.9M reactions from USPTO patents (1976-2016). The task is: Predict the product of the given reaction. (1) Given the reactants [F:1][C:2]([F:23])([F:22])[C:3](=O)[CH:4]=[C:5](O)[C:6]1[CH:19]=[CH:18][C:17]2C3C(=CC=CC=3)C=C[C:8]=2[CH:7]=1.Cl.[N+:25]([C:28]1[CH:33]=[CH:32][C:31]([NH:34][NH2:35])=[CH:30][CH:29]=1)([O-:27])=[O:26], predict the reaction product. The product is: [N+:25]([C:28]1[CH:29]=[CH:30][C:31]([N:34]2[C:5]([C:6]3[CH:7]=[CH:8][CH:17]=[CH:18][CH:19]=3)=[CH:4][C:3]([C:2]([F:1])([F:22])[F:23])=[N:35]2)=[CH:32][CH:33]=1)([O-:27])=[O:26]. (2) The product is: [Cl:29][C:30]1[CH:35]=[CH:34][C:33]([C@H:36]([NH:38][C:24]([C:20]2[N:21]([CH3:23])[CH:22]=[C:18]([NH:17][C:15]([C:10]3[C:9]([C:6]4[CH:7]=[CH:8][C:3]([C:2]([F:1])([F:27])[F:28])=[CH:4][CH:5]=4)=[CH:14][CH:13]=[CH:12][CH:11]=3)=[O:16])[CH:19]=2)=[O:26])[CH3:37])=[CH:32][CH:31]=1. Given the reactants [F:1][C:2]([F:28])([F:27])[C:3]1[CH:8]=[CH:7][C:6]([C:9]2[C:10]([C:15]([NH:17][C:18]3[CH:19]=[C:20]([C:24]([OH:26])=O)[N:21]([CH3:23])[CH:22]=3)=[O:16])=[CH:11][CH:12]=[CH:13][CH:14]=2)=[CH:5][CH:4]=1.[Cl:29][C:30]1[CH:35]=[CH:34][C:33]([C@@H:36]([NH2:38])[CH3:37])=[CH:32][CH:31]=1.CN(C(ON1N=NC2C=CC=CC1=2)=[N+](C)C)C.[B-](F)(F)(F)F.ClCl, predict the reaction product. (3) The product is: [F:1][C:2]([F:24])([F:25])[C:3]1[CH:19]=[C:18]([C:20]([F:23])([F:22])[F:21])[CH:17]=[CH:16][C:4]=1[CH2:5][O:6][C:7]1[CH:14]=[CH:13][C:10]([CH:11]=[O:12])=[CH:9][C:8]=1[O:15][CH2:33][CH:34]1[CH2:39][CH2:38][CH2:37][CH2:36][CH2:35]1. Given the reactants [F:1][C:2]([F:25])([F:24])[C:3]1[CH:19]=[C:18]([C:20]([F:23])([F:22])[F:21])[CH:17]=[CH:16][C:4]=1[CH2:5][O:6][C:7]1[CH:14]=[CH:13][C:10]([CH:11]=[O:12])=[CH:9][C:8]=1[OH:15].C(=O)([O-])[O-].[K+].[K+].Br[CH2:33][CH:34]1[CH2:39][CH2:38][CH2:37][CH2:36][CH2:35]1.O, predict the reaction product. (4) Given the reactants [F:1][C:2]([F:35])([F:34])[C:3]1[CH:29]=[C:28]([C:30]([F:33])([F:32])[F:31])[CH:27]=[CH:26][C:4]=1[CH2:5][N:6]1[CH2:11][CH2:10][CH:9](/[CH:12]=[C:13]2/[C:14]([NH:19][CH2:20][C:21]#[C:22][CH:23]3[CH2:25][CH2:24]3)=[N:15][C:16](=[O:18])[S:17]/2)[CH2:8][CH2:7]1.[C:36]([OH:43])(=[O:42])/[CH:37]=[CH:38]\[C:39]([OH:41])=[O:40], predict the reaction product. The product is: [C:36]([OH:43])(=[O:42])/[CH:37]=[CH:38]\[C:39]([OH:41])=[O:40].[F:35][C:2]([F:1])([F:34])[C:3]1[CH:29]=[C:28]([C:30]([F:32])([F:33])[F:31])[CH:27]=[CH:26][C:4]=1[CH2:5][N:6]1[CH2:7][CH2:8][CH:9](/[CH:12]=[C:13]2/[C:14]([NH:19][CH2:20][C:21]#[C:22][CH:23]3[CH2:24][CH2:25]3)=[N:15][C:16](=[O:18])[S:17]/2)[CH2:10][CH2:11]1. (5) Given the reactants [F:1][C:2]1[CH:7]=[C:6]([F:8])[C:5]([F:9])=[CH:4][C:3]=1[NH:10][C:11]1[O:12][CH:13]=[C:14]([C:16]([OH:18])=O)[N:15]=1.[NH2:19][C:20]1[CH:25]=[CH:24][C:23]([C@H:26]2[CH2:31][CH2:30][C@H:29]([CH2:32][C:33]([O:35][CH3:36])=[O:34])[CH2:28][CH2:27]2)=[CH:22][CH:21]=1.CCN=C=NCCCN(C)C.C1C=CC2N(O)N=NC=2C=1, predict the reaction product. The product is: [F:1][C:2]1[CH:7]=[C:6]([F:8])[C:5]([F:9])=[CH:4][C:3]=1[NH:10][C:11]1[O:12][CH:13]=[C:14]([C:16]([NH:19][C:20]2[CH:21]=[CH:22][C:23]([C@H:26]3[CH2:27][CH2:28][C@H:29]([CH2:32][C:33]([O:35][CH3:36])=[O:34])[CH2:30][CH2:31]3)=[CH:24][CH:25]=2)=[O:18])[N:15]=1.